This data is from Full USPTO retrosynthesis dataset with 1.9M reactions from patents (1976-2016). The task is: Predict the reactants needed to synthesize the given product. (1) Given the product [Cl:11][C:12]1[CH:17]=[CH:16][CH:15]=[C:14]([F:18])[C:13]=1[C:19]1[O:20][C:21]2[CH:27]=[CH:26][C:25]([CH:28]([CH3:33])[C:29]([OH:31])=[O:30])=[CH:24][C:22]=2[N:23]=1, predict the reactants needed to synthesize it. The reactants are: C[Si](C)(C)[Si](C)(C)C.II.[Cl:11][C:12]1[CH:17]=[CH:16][CH:15]=[C:14]([F:18])[C:13]=1[C:19]1[O:20][C:21]2[CH:27]=[CH:26][C:25]([CH:28]([CH3:33])[C:29]([O:31]C)=[O:30])=[CH:24][C:22]=2[N:23]=1. (2) Given the product [F:23][C:17]1[C:18]([F:22])=[CH:19][CH:20]=[CH:21][C:16]=1[CH2:15][CH2:14][C:13]1[CH:12]=[C:11]([OH:25])[N:1]2[N:2]=[C:3]([NH:7][C:27](=[O:28])[CH3:26])[CH:4]=[C:5]2[N:6]=1, predict the reactants needed to synthesize it. The reactants are: [NH:1]1[C:5]([NH2:6])=[CH:4][C:3]([NH2:7])=[N:2]1.C(O[C:11](=[O:25])[CH2:12][C:13](=O)[CH2:14][CH2:15][C:16]1[CH:21]=[CH:20][CH:19]=[C:18]([F:22])[C:17]=1[F:23])C.[CH3:26][C:27](O)=[O:28].